This data is from Forward reaction prediction with 1.9M reactions from USPTO patents (1976-2016). The task is: Predict the product of the given reaction. (1) Given the reactants [CH3:1][O:2][CH2:3][CH2:4][O:5][C:6]1[N:14]=[C:13]2[C:9]([N:10]=[CH:11][NH:12]2)=[C:8]([NH2:15])[N:7]=1.[Br:16][CH2:17][C:18]1[CH:23]=[CH:22][CH:21]=[C:20]([CH2:24]Br)[CH:19]=1.C(=O)([O-])[O-].[K+].[K+], predict the reaction product. The product is: [Br:16][CH2:17][C:18]1[CH:19]=[C:20]([CH:21]=[CH:22][CH:23]=1)[CH2:24][N:12]1[CH:11]=[N:10][C:9]2[C:13]1=[N:14][C:6]([O:5][CH2:4][CH2:3][O:2][CH3:1])=[N:7][C:8]=2[NH2:15]. (2) Given the reactants [NH2:1][C:2]1[C:3]2[N:4]([C:8]([C@@H:30]3[O:35][CH2:34][C@H:33]([CH2:36][OH:37])[NH:32][CH2:31]3)=[N:9][C:10]=2[C:11]2[CH:29]=[CH:28][C:14]([C:15]([NH:17][C:18]3[CH:23]=[C:22]([C:24]([F:27])([F:26])[F:25])[CH:21]=[CH:20][N:19]=3)=[O:16])=[CH:13][CH:12]=2)[CH:5]=[CH:6][N:7]=1.C(N(C(C)C)C(C)C)C.[C:47](N1C=CN=C1)(N1C=CN=C1)=[O:48], predict the reaction product. The product is: [NH2:1][C:2]1[C:3]2[N:4]([C:8]([C@@H:30]3[O:35][CH2:34][C@@H:33]4[CH2:36][O:37][C:47](=[O:48])[N:32]4[CH2:31]3)=[N:9][C:10]=2[C:11]2[CH:29]=[CH:28][C:14]([C:15]([NH:17][C:18]3[CH:23]=[C:22]([C:24]([F:26])([F:25])[F:27])[CH:21]=[CH:20][N:19]=3)=[O:16])=[CH:13][CH:12]=2)[CH:5]=[CH:6][N:7]=1. (3) Given the reactants [CH2:1]([OH:7])[C:2]1[O:6][CH:5]=[CH:4][CH:3]=1.C(=O)([O-])O.[Na+].[C:13]([O-:16])(=[O:15])[CH3:14].[Na+].BrN1C(=O)CCC1=O.C(OC(=O)C)(=O)C, predict the reaction product. The product is: [C:13]([O:16][CH:5]1[CH:4]=[CH:3][C:1](=[O:7])[CH2:2][O:6]1)(=[O:15])[CH3:14]. (4) Given the reactants [CH3:1][C:2]1([CH3:14])[O:6][B:5]([C:7]2[CH:8]=[N:9][NH:10][CH:11]=2)[O:4][C:3]1([CH3:13])[CH3:12].Cl.Cl.Br[CH2:18][C:19]1[CH:24]=[N:23][CH:22]=[CH:21][N:20]=1.C(=O)([O-])[O-].[Cs+].[Cs+], predict the reaction product. The product is: [CH3:1][C:2]1([CH3:14])[O:6][B:5]([C:7]2[CH:8]=[N:9][N:10]([CH2:18][C:19]3[CH:24]=[N:23][CH:22]=[CH:21][N:20]=3)[CH:11]=2)[O:4][C:3]1([CH3:13])[CH3:12]. (5) The product is: [F:1][C:2]1[CH:3]=[C:4]([C:10]2[N:11]=[C:12]([O:19][S:29]([C:28]([F:41])([F:40])[F:27])(=[O:31])=[O:30])[C:13]3[CH2:18][CH2:17][NH:16][C:14]=3[N:15]=2)[CH:5]=[CH:6][C:7]=1[O:8][CH3:9]. Given the reactants [F:1][C:2]1[CH:3]=[C:4]([C:10]2[N:11]=[C:12]([OH:19])[C:13]3[CH2:18][CH2:17][NH:16][C:14]=3[N:15]=2)[CH:5]=[CH:6][C:7]=1[O:8][CH3:9].C(N(CC)CC)C.[F:27][C:28]([F:41])([F:40])[S:29](O[S:29]([C:28]([F:41])([F:40])[F:27])(=[O:31])=[O:30])(=[O:31])=[O:30], predict the reaction product. (6) Given the reactants [CH3:1][O:2][C:3]1[CH:8]=[CH:7][C:6]([NH2:9])=[CH:5][CH:4]=1.N1C=CC=CC=1.[C:16]([CH2:18][S:19](Cl)(=[O:21])=[O:20])#[N:17].[OH-].[Na+], predict the reaction product. The product is: [CH3:1][O:2][C:3]1[CH:8]=[CH:7][C:6]([NH:9][S:19]([CH2:18][C:16]#[N:17])(=[O:21])=[O:20])=[CH:5][CH:4]=1. (7) Given the reactants CC1(C)[O:9][C:8](=[O:10])[C:5]2([CH2:7][CH2:6]2)[C:4](=[O:11])O1.[F:13][C:14]([F:24])([F:23])[O:15][C:16]1[CH:22]=[CH:21][C:19]([NH2:20])=[CH:18][CH:17]=1, predict the reaction product. The product is: [O:11]=[C:4]1[CH:5]([C:8]([OH:9])=[O:10])[CH2:7][CH2:6][N:20]1[C:19]1[CH:21]=[CH:22][C:16]([O:15][C:14]([F:13])([F:23])[F:24])=[CH:17][CH:18]=1. (8) Given the reactants Br[CH2:2][CH2:3][O:4][C:5]1[CH:10]=[CH:9][C:8]([N+:11]([O-:13])=[O:12])=[CH:7][C:6]=1[O:14][CH3:15].[NH:16]1[CH2:20][CH2:19][CH2:18][C@H:17]1[CH2:21][OH:22], predict the reaction product. The product is: [CH3:15][O:14][C:6]1[CH:7]=[C:8]([N+:11]([O-:13])=[O:12])[CH:9]=[CH:10][C:5]=1[O:4][CH2:3][CH2:2][N:16]1[CH2:20][CH2:19][CH2:18][C@H:17]1[CH2:21][OH:22]. (9) Given the reactants [NH2:1][CH2:2][C@H:3]1[N:8]([C:9]([C:11]2[N:12]=[C:13]([CH3:23])[S:14][C:15]=2[C:16]2[CH:17]=[C:18]([CH3:22])[CH:19]=[CH:20][CH:21]=2)=[O:10])[CH2:7][C@H:6]2[C@@H:4]1[CH2:5]2.[Cl:24][C:25]1[C:26]([CH3:34])=[C:27]([CH:31]=[CH:32][CH:33]=1)[C:28](O)=[O:29], predict the reaction product. The product is: [Cl:24][C:25]1[C:26]([CH3:34])=[C:27]([CH:31]=[CH:32][CH:33]=1)[C:28]([NH:1][CH2:2][C@H:3]1[N:8]([C:9]([C:11]2[N:12]=[C:13]([CH3:23])[S:14][C:15]=2[C:16]2[CH:17]=[C:18]([CH3:22])[CH:19]=[CH:20][CH:21]=2)=[O:10])[CH2:7][C@H:6]2[C@@H:4]1[CH2:5]2)=[O:29].